Dataset: Catalyst prediction with 721,799 reactions and 888 catalyst types from USPTO. Task: Predict which catalyst facilitates the given reaction. (1) Reactant: Cl[C:2]1[C:7]([I:8])=[CH:6][N:5]=[CH:4][N:3]=1.[F:9][C:10]([F:14])([F:13])[CH2:11][NH2:12].CCN(C(C)C)C(C)C. Product: [I:8][C:7]1[C:2]([NH:12][CH2:11][C:10]([F:14])([F:13])[F:9])=[N:3][CH:4]=[N:5][CH:6]=1. The catalyst class is: 14. (2) Reactant: [CH3:1][O:2][C:3]1[CH:4]=[C:5]([CH:7]=[CH:8][C:9]=1[N:10]1[CH2:15][CH2:14][CH:13]([N:16]2[CH2:21][CH2:20][N:19]([CH3:22])[CH2:18][CH2:17]2)[CH2:12][CH2:11]1)[NH2:6].CS(O)(=O)=O.Cl[C:29]1[N:34]=[CH:33][C:32]([I:35])=[CH:31][N:30]=1.C(=O)([O-])O.[Na+]. Product: [I:35][C:32]1[CH:31]=[N:30][C:29]([NH:6][C:5]2[CH:7]=[CH:8][C:9]([N:10]3[CH2:15][CH2:14][CH:13]([N:16]4[CH2:17][CH2:18][N:19]([CH3:22])[CH2:20][CH2:21]4)[CH2:12][CH2:11]3)=[C:3]([O:2][CH3:1])[CH:4]=2)=[N:34][CH:33]=1. The catalyst class is: 32. (3) Product: [Cl:55][C:48]1[C:49]([F:54])=[CH:50][CH:51]=[C:52]([Cl:53])[C:47]=1[CH:26]([C:25]1[C:19]2[C:20](=[N:21][CH:22]=[C:17]([C:5]3[CH:4]=[N:3][N:2]([CH3:1])[CH:6]=3)[CH:18]=2)[NH:23][CH:24]=1)[C:27]([F:46])([S:28]([C:31]1[CH:36]=[CH:35][CH:34]=[CH:33][CH:32]=1)(=[O:30])=[O:29])[S:37]([C:40]1[CH:45]=[CH:44][CH:43]=[CH:42][CH:41]=1)(=[O:39])=[O:38]. Reactant: [CH3:1][N:2]1[CH:6]=[C:5](B2OC(C)(C)C(C)(C)O2)[CH:4]=[N:3]1.Br[C:17]1[CH:18]=[C:19]2[C:25]([CH:26]([C:47]3[C:52]([Cl:53])=[CH:51][CH:50]=[C:49]([F:54])[C:48]=3[Cl:55])[C:27]([F:46])([S:37]([C:40]3[CH:45]=[CH:44][CH:43]=[CH:42][CH:41]=3)(=[O:39])=[O:38])[S:28]([C:31]3[CH:36]=[CH:35][CH:34]=[CH:33][CH:32]=3)(=[O:30])=[O:29])=[CH:24][NH:23][C:20]2=[N:21][CH:22]=1.[F-].[K+]. The catalyst class is: 38. (4) Reactant: [Cl:1][C:2]1[CH:7]=[CH:6][CH:5]=[CH:4][C:3]=1[N:8]1[CH:12]([C:13]2[CH:18]=[CH:17][C:16]([C:19]3[CH:20]=[N:21][CH:22]=[C:23]([C:25]([O:27]C)=[O:26])[CH:24]=3)=[CH:15][CH:14]=2)[CH2:11][C:10]([C:29]([C:35]([F:38])([F:37])[F:36])([C:31]([F:34])([F:33])[F:32])[OH:30])=[N:9]1.[OH-].[K+]. Product: [Cl:1][C:2]1[CH:7]=[CH:6][CH:5]=[CH:4][C:3]=1[N:8]1[CH:12]([C:13]2[CH:14]=[CH:15][C:16]([C:19]3[CH:20]=[N:21][CH:22]=[C:23]([C:25]([OH:27])=[O:26])[CH:24]=3)=[CH:17][CH:18]=2)[CH2:11][C:10]([C:29]([C:31]([F:34])([F:32])[F:33])([C:35]([F:36])([F:38])[F:37])[OH:30])=[N:9]1. The catalyst class is: 24. (5) The catalyst class is: 8. Product: [CH3:25][O:24][C:19]1[CH:20]=[C:21]2[C:16](=[CH:17][CH:18]=1)[CH:15]=[C:14]([C:12]1[N:9]=[C:1]([C:2]3[CH:7]=[CH:6][CH:5]=[CH:4][CH:3]=3)[S:8][CH:11]=1)[CH:23]=[CH:22]2. Reactant: [C:1]([NH2:9])(=[S:8])[C:2]1[CH:7]=[CH:6][CH:5]=[CH:4][CH:3]=1.Br[CH2:11][C:12]([C:14]1[CH:23]=[CH:22][C:21]2[C:16](=[CH:17][CH:18]=[C:19]([O:24][CH3:25])[CH:20]=2)[CH:15]=1)=O.